From a dataset of NCI-60 drug combinations with 297,098 pairs across 59 cell lines. Regression. Given two drug SMILES strings and cell line genomic features, predict the synergy score measuring deviation from expected non-interaction effect. (1) Drug 1: CC1=C(C=C(C=C1)C(=O)NC2=CC(=CC(=C2)C(F)(F)F)N3C=C(N=C3)C)NC4=NC=CC(=N4)C5=CN=CC=C5. Synergy scores: CSS=0.444, Synergy_ZIP=1.80, Synergy_Bliss=4.49, Synergy_Loewe=-12.1, Synergy_HSA=-10.4. Drug 2: C1CN(CCN1C(=O)CCBr)C(=O)CCBr. Cell line: CAKI-1. (2) Drug 1: C1=CC(=CC=C1CCCC(=O)O)N(CCCl)CCCl. Drug 2: CS(=O)(=O)OCCCCOS(=O)(=O)C. Cell line: MOLT-4. Synergy scores: CSS=70.3, Synergy_ZIP=2.62, Synergy_Bliss=2.74, Synergy_Loewe=-0.678, Synergy_HSA=3.95. (3) Drug 1: C1=CC=C(C=C1)NC(=O)CCCCCCC(=O)NO. Drug 2: C1CC(C1)(C2=CC=C(C=C2)C3=C(C=C4C(=N3)C=CN5C4=NNC5=O)C6=CC=CC=C6)N. Cell line: SK-OV-3. Synergy scores: CSS=76.2, Synergy_ZIP=7.14, Synergy_Bliss=7.64, Synergy_Loewe=6.70, Synergy_HSA=11.9. (4) Drug 1: C1CCC(C(C1)N)N.C(=O)(C(=O)[O-])[O-].[Pt+4]. Drug 2: C1CN(P(=O)(OC1)NCCCl)CCCl. Cell line: COLO 205. Synergy scores: CSS=11.1, Synergy_ZIP=-21.8, Synergy_Bliss=-35.3, Synergy_Loewe=-30.3, Synergy_HSA=-29.7.